From a dataset of Peptide-MHC class II binding affinity with 134,281 pairs from IEDB. Regression. Given a peptide amino acid sequence and an MHC pseudo amino acid sequence, predict their binding affinity value. This is MHC class II binding data. (1) The peptide sequence is SQDLELPWNLNGLQAY. The binding affinity (normalized) is 0.450. The MHC is DRB1_1302 with pseudo-sequence DRB1_1302. (2) The peptide sequence is AAAQASAAAAAYEAA. The MHC is DRB1_0301 with pseudo-sequence DRB1_0301. The binding affinity (normalized) is 0.158. (3) The peptide sequence is KVKFGHVSINPADIA. The MHC is DRB1_0802 with pseudo-sequence DRB1_0802. The binding affinity (normalized) is 0.418. (4) The peptide sequence is VDGNPTVDIEEAPEM. The MHC is DRB3_0202 with pseudo-sequence DRB3_0202. The binding affinity (normalized) is 0.